From a dataset of Reaction yield outcomes from USPTO patents with 853,638 reactions. Predict the reaction yield, written as a fraction of the theoretical maximum amount of product (1.0 means a 100% yield; for example, 0.34 means a 34% yield). (1) The reactants are [CH:1]1([C:4]2[CH:5]=[C:6]3[C:12]([C:13]([O:15][CH3:16])=[O:14])=[N:11][NH:10][C:7]3=[N:8][CH:9]=2)[CH2:3][CH2:2]1.[Br:17][C:18]1[CH:19]=[C:20](B(O)O)[CH:21]=[CH:22][CH:23]=1. No catalyst specified. The product is [Br:17][C:18]1[CH:23]=[C:22]([N:10]2[C:7]3=[N:8][CH:9]=[C:4]([CH:1]4[CH2:2][CH2:3]4)[CH:5]=[C:6]3[C:12]([C:13]([O:15][CH3:16])=[O:14])=[N:11]2)[CH:21]=[CH:20][CH:19]=1. The yield is 0.570. (2) The reactants are [CH2:1]([N:8]1[CH2:15][CH:14]([OH:16])[CH2:13][N:12]([S:17]([C:20]2[CH:25]=[CH:24][CH:23]=[CH:22][CH:21]=2)(=[O:19])=[O:18])[CH2:11][CH:10](O)[CH2:9]1)[C:2]1[CH:7]=[CH:6][CH:5]=[CH:4][CH:3]=1.CS(O)(=O)=O. The catalyst is C1(C)C=CC=CC=1. The product is [CH2:1]([N:8]1[CH2:9][CH:10]2[O:16][CH:14]([CH2:13][N:12]([S:17]([C:20]3[CH:21]=[CH:22][CH:23]=[CH:24][CH:25]=3)(=[O:18])=[O:19])[CH2:11]2)[CH2:15]1)[C:2]1[CH:3]=[CH:4][CH:5]=[CH:6][CH:7]=1. The yield is 0.150. (3) The reactants are [Cl:1][C:2]1[C:28]([F:29])=[CH:27][CH:26]=[C:25]([F:30])[C:3]=1[CH2:4][N:5]1[C:10](=[O:11])[CH2:9][NH:8][C:7]2[N:12]=[CH:13][C:14]([C:16]3[CH:24]=[CH:23][C:19]([C:20]([OH:22])=O)=[CH:18][CH:17]=3)=[CH:15][C:6]1=2.[CH3:31][N:32]1[CH2:37][CH2:36][NH:35][CH2:34][CH2:33]1. No catalyst specified. The product is [Cl:1][C:2]1[C:28]([F:29])=[CH:27][CH:26]=[C:25]([F:30])[C:3]=1[CH2:4][N:5]1[C:10](=[O:11])[CH2:9][NH:8][C:7]2[N:12]=[CH:13][C:14]([C:16]3[CH:17]=[CH:18][C:19]([C:20]([N:35]4[CH2:36][CH2:37][N:32]([CH3:31])[CH2:33][CH2:34]4)=[O:22])=[CH:23][CH:24]=3)=[CH:15][C:6]1=2. The yield is 0.450. (4) The reactants are [N+:1]([C:4]1[CH:5]=[C:6](CC#N)[CH:7]=[CH:8][CH:9]=1)([O-:3])=[O:2].S(=O)(=O)(O)O.[C:18]([OH:21])(=[O:20])[CH3:19]. The catalyst is O. The product is [N+:1]([C:4]1[CH:9]=[C:8]([CH2:19][C:18]([OH:21])=[O:20])[CH:7]=[CH:6][CH:5]=1)([O-:3])=[O:2]. The yield is 0.940. (5) The reactants are [C:1]([C:5]1[CH:9]=[C:8]([NH:10][C:11]([NH:13][C@@H:14]2[C:23]3[C:18](=[CH:19][CH:20]=[CH:21][CH:22]=3)[C@H:17]([O:24][C:25]3[CH:26]=[CH:27][C:28]4[N:29]([C:31]([N:34]5[CH2:39][CH2:38][CH2:37][CH2:36][CH2:35]5)=[N:32][N:33]=4)[CH:30]=3)[CH2:16][CH2:15]2)=[O:12])[N:7]([C:40]2[CH:41]=[N:42][N:43]([CH2:45][CH2:46][O:47]C3CCCCO3)[CH:44]=2)[N:6]=1)([CH3:4])([CH3:3])[CH3:2].C1(C)C=CC(S([O-])(=O)=O)=CC=1.[NH+]1C=CC=CC=1.O.C([O-])(O)=O.[Na+]. The catalyst is CO. The product is [C:1]([C:5]1[CH:9]=[C:8]([NH:10][C:11]([NH:13][C@@H:14]2[C:23]3[C:18](=[CH:19][CH:20]=[CH:21][CH:22]=3)[C@H:17]([O:24][C:25]3[CH:26]=[CH:27][C:28]4[N:29]([C:31]([N:34]5[CH2:35][CH2:36][CH2:37][CH2:38][CH2:39]5)=[N:32][N:33]=4)[CH:30]=3)[CH2:16][CH2:15]2)=[O:12])[N:7]([C:40]2[CH:41]=[N:42][N:43]([CH2:45][CH2:46][OH:47])[CH:44]=2)[N:6]=1)([CH3:4])([CH3:2])[CH3:3]. The yield is 0.720.